Dataset: Full USPTO retrosynthesis dataset with 1.9M reactions from patents (1976-2016). Task: Predict the reactants needed to synthesize the given product. Given the product [CH:5]1[CH:6]=[CH:7][C:2]([OH:1])=[C:3]([C:8]2[N:12]=[C:11]([C:13]3[CH:18]=[CH:17][CH:16]=[CH:15][C:14]=3[OH:19])[N:10]([C:20]3[CH:28]=[CH:27][C:23]([C:24]([OH:26])=[O:25])=[CH:22][CH:21]=3)[N:9]=2)[CH:4]=1.[CH2:29]([N:31]([CH2:34][CH3:35])[CH2:32][CH3:33])[CH3:30], predict the reactants needed to synthesize it. The reactants are: [OH:1][C:2]1[CH:7]=[CH:6][CH:5]=[CH:4][C:3]=1[C:8]1[N:12]=[C:11]([C:13]2[CH:18]=[CH:17][CH:16]=[CH:15][C:14]=2[OH:19])[N:10]([C:20]2[CH:28]=[CH:27][C:23]([C:24]([OH:26])=[O:25])=[CH:22][CH:21]=2)[N:9]=1.[CH2:29]([N:31]([CH2:34][CH3:35])[CH2:32][CH3:33])[CH3:30].